This data is from Full USPTO retrosynthesis dataset with 1.9M reactions from patents (1976-2016). The task is: Predict the reactants needed to synthesize the given product. Given the product [C-:1]1([CH2:6][NH:7][CH2:8][CH2:9][CH2:10][CH2:11][CH2:12][C:13]([OH:15])=[O:14])[CH:2]=[CH:3][CH:4]=[CH:5]1.[CH-:16]1[CH:20]=[CH:19][CH:18]=[CH:17]1.[Fe+2:21].[CH-:1]1[CH:5]=[CH:4][CH:3]=[CH:2]1.[CH-:1]1[CH:5]=[CH:4][CH:3]=[CH:2]1.[Fe+2:21], predict the reactants needed to synthesize it. The reactants are: [C-:1]1([CH2:6][NH:7][CH2:8][CH2:9][CH2:10][CH2:11][CH2:12][C:13]([OH:15])=[O:14])[CH:5]=[CH:4][CH:3]=[CH:2]1.[CH-:16]1[CH:20]=[CH:19][CH:18]=[CH:17]1.[Fe+2:21].CCN=C=NCCCN(C)C.Cl.